Dataset: Full USPTO retrosynthesis dataset with 1.9M reactions from patents (1976-2016). Task: Predict the reactants needed to synthesize the given product. (1) Given the product [Cl:14][C:10]1[CH:9]=[C:8]([C:6]2[N:5]=[C:4]([CH2:15][CH3:16])[N:3]=[C:2]([NH:25][C:24]3[CH:23]=[CH:22][C:21]([CH2:20][CH2:19][O:18][CH3:17])=[CH:27][CH:26]=3)[N:7]=2)[CH:13]=[CH:12][CH:11]=1, predict the reactants needed to synthesize it. The reactants are: Cl[C:2]1[N:7]=[C:6]([C:8]2[CH:13]=[CH:12][CH:11]=[C:10]([Cl:14])[CH:9]=2)[N:5]=[C:4]([CH2:15][CH3:16])[N:3]=1.[CH3:17][O:18][CH2:19][CH2:20][C:21]1[CH:27]=[CH:26][C:24]([NH2:25])=[CH:23][CH:22]=1. (2) Given the product [F:29][C:16]1[C:17]([NH:22][S:23]([CH2:26][CH2:27][CH3:28])(=[O:25])=[O:24])=[CH:18][CH:19]=[C:20]([F:21])[C:15]=1[C:14]([C:13]1[C:7]2[C:8](=[N:9][CH:10]=[C:5]([C:3]([OH:4])=[O:2])[CH:6]=2)[NH:11][CH:12]=1)=[O:30], predict the reactants needed to synthesize it. The reactants are: C[O:2][C:3]([C:5]1[CH:6]=[C:7]2[C:13]([C:14](=[O:30])[C:15]3[C:20]([F:21])=[CH:19][CH:18]=[C:17]([NH:22][S:23]([CH2:26][CH2:27][CH3:28])(=[O:25])=[O:24])[C:16]=3[F:29])=[CH:12][NH:11][C:8]2=[N:9][CH:10]=1)=[O:4].O.[OH-].[Li+].Cl.